Predict which catalyst facilitates the given reaction. From a dataset of Catalyst prediction with 721,799 reactions and 888 catalyst types from USPTO. Reactant: [CH2:1]([C:4]1[C:9]([O:10][CH2:11][C:12]2[CH:17]=[CH:16][C:15]([O:18][CH3:19])=[CH:14][CH:13]=2)=[CH:8][CH:7]=[CH:6][C:5]=1[C:20](=[O:39])[C:21]#[C:22][CH2:23][CH2:24][C@@H:25]([O:31][CH2:32][C:33]1[CH:38]=[CH:37][CH:36]=[CH:35][CH:34]=1)[CH2:26][CH2:27][CH2:28][CH2:29][CH3:30])[CH:2]=[CH2:3].CSC.B.CO.O. Product: [CH2:1]([C:4]1[C:9]([O:10][CH2:11][C:12]2[CH:17]=[CH:16][C:15]([O:18][CH3:19])=[CH:14][CH:13]=2)=[CH:8][CH:7]=[CH:6][C:5]=1[C@H:20]([OH:39])[C:21]#[C:22][CH2:23][CH2:24][C@@H:25]([O:31][CH2:32][C:33]1[CH:38]=[CH:37][CH:36]=[CH:35][CH:34]=1)[CH2:26][CH2:27][CH2:28][CH2:29][CH3:30])[CH:2]=[CH2:3]. The catalyst class is: 7.